From a dataset of Reaction yield outcomes from USPTO patents with 853,638 reactions. Predict the reaction yield, written as a fraction of the theoretical maximum amount of product (1.0 means a 100% yield; for example, 0.34 means a 34% yield). (1) The reactants are Cl.[NH2:2][C@@H:3]([CH2:24][CH2:25][C:26]1[CH:31]=[CH:30][CH:29]=[CH:28][CH:27]=1)[C:4]([N:6]1[CH2:11][CH2:10][CH:9]([N:12]2[C:20]3[C:15](=[CH:16][CH:17]=[CH:18][CH:19]=3)[C:14]([CH3:22])([CH3:21])[C:13]2=[O:23])[CH2:8][CH2:7]1)=[O:5].C(N(CC)CC)C.[N+:39]([C:42]1[CH:47]=[CH:46][CH:45]=[CH:44][C:43]=1[S:48](Cl)(=[O:50])=[O:49])([O-:41])=[O:40].O. The catalyst is ClCCl.C(OCC)(=O)C. The product is [CH3:21][C:14]1([CH3:22])[C:15]2[C:20](=[CH:19][CH:18]=[CH:17][CH:16]=2)[N:12]([CH:9]2[CH2:8][CH2:7][N:6]([C:4](=[O:5])[C@@H:3]([NH:2][S:48]([C:43]3[CH:44]=[CH:45][CH:46]=[CH:47][C:42]=3[N+:39]([O-:41])=[O:40])(=[O:49])=[O:50])[CH2:24][CH2:25][C:26]3[CH:27]=[CH:28][CH:29]=[CH:30][CH:31]=3)[CH2:11][CH2:10]2)[C:13]1=[O:23]. The yield is 0.940. (2) The reactants are OC1[CH2:11][CH2:10][C:9]([CH3:13])([CH3:12])[C:8]2[CH:7]=[C:6]([C:14]#[C:15][C:16]3[CH:21]=[CH:20][C:19]([CH2:22][C:23]([O:25][CH3:26])=[O:24])=[CH:18][CH:17]=3)[CH:5]=[CH:4][C:3]1=2.[C:27]([N:34]1[CH:38]=[CH:37][N:36]=[CH:35]1)(N1C=CN=C1)=O. The catalyst is C1COCC1. The product is [N:34]1([CH:27]2[CH2:11][CH2:10][C:9]([CH3:13])([CH3:12])[C:8]3[CH:7]=[C:6]([C:14]#[C:15][C:16]4[CH:21]=[CH:20][C:19]([CH2:22][C:23]([O:25][CH3:26])=[O:24])=[CH:18][CH:17]=4)[CH:5]=[CH:4][C:3]2=3)[CH:38]=[CH:37][N:36]=[CH:35]1. The yield is 0.310. (3) The reactants are I[C:2]1[C:7](=[O:8])[C:6]([N+:9]([O-:11])=[O:10])=[C:5]([CH3:12])[NH:4][C:3]=1[CH3:13].[Cu][C:15]#[N:16]. The catalyst is CN1CCCC1=O. The product is [CH3:13][C:3]1[NH:4][C:5]([CH3:12])=[C:6]([N+:9]([O-:11])=[O:10])[C:7](=[O:8])[C:2]=1[C:15]#[N:16]. The yield is 0.409. (4) The reactants are [Br:1][C:2]1[CH:3]=[C:4]2[C:8](=[C:9]([C:11]([NH2:13])=[O:12])[CH:10]=1)[NH:7][N:6]=[C:5]2[CH:14]1[CH2:19][CH2:18][N:17]([S:20]([CH2:23][CH2:24][CH2:25]Cl)(=[O:22])=[O:21])[CH2:16][CH2:15]1.C([O-])([O-])=O.[K+].[K+].[I-].[Na+].[CH3:35][NH:36][CH3:37]. The catalyst is CN(C=O)C. The product is [Br:1][C:2]1[CH:3]=[C:4]2[C:8](=[C:9]([C:11]([NH2:13])=[O:12])[CH:10]=1)[NH:7][N:6]=[C:5]2[CH:14]1[CH2:19][CH2:18][N:17]([S:20]([CH2:23][CH2:24][CH2:25][N:36]([CH3:37])[CH3:35])(=[O:22])=[O:21])[CH2:16][CH2:15]1. The yield is 0.490.